This data is from Full USPTO retrosynthesis dataset with 1.9M reactions from patents (1976-2016). The task is: Predict the reactants needed to synthesize the given product. (1) Given the product [CH3:15][N:16]1[C:2]2[C:3](=[CH:4][C:5]([N+:8]([O-:10])=[O:9])=[CH:6][CH:7]=2)[C:11]([CH3:12])=[N:17]1, predict the reactants needed to synthesize it. The reactants are: Cl[C:2]1[CH:7]=[CH:6][C:5]([N+:8]([O-:10])=[O:9])=[CH:4][C:3]=1[C:11](=O)[CH3:12].Cl.[CH3:15][N:16](C)[NH2:17]. (2) Given the product [Cl:12][C:11]1[CH:10]=[CH:9][C:4]([C:5]([O:7][CH3:8])=[O:6])=[C:3]([NH:13][CH2:14][CH2:15][CH2:16][CH2:17][OH:18])[C:2]=1[NH:1][C:28](=[S:29])[NH:27][C:21]1[C:20]([Cl:19])=[CH:25][C:24]([Cl:26])=[CH:23][N:22]=1, predict the reactants needed to synthesize it. The reactants are: [NH2:1][C:2]1[C:3]([NH:13][CH2:14][CH2:15][CH2:16][CH2:17][OH:18])=[C:4]([CH:9]=[CH:10][C:11]=1[Cl:12])[C:5]([O:7][CH3:8])=[O:6].[Cl:19][C:20]1[C:21]([N:27]=[C:28]=[S:29])=[N:22][CH:23]=[C:24]([Cl:26])[CH:25]=1. (3) Given the product [NH2:25][C:23]1[S:24][C:20]2[CH2:19][C@@H:18]([N:17]([CH2:46][CH2:47][CH3:48])[CH2:16][CH2:15][C@H:12]3[CH2:11][CH2:10][C@H:9]([NH:8][C:7]([C:30]4[O:29][C:33]5[CH:34]=[CH:35][CH:36]=[CH:37][C:32]=5[CH:31]=4)=[O:28])[CH2:14][CH2:13]3)[CH2:27][CH2:26][C:21]=2[N:22]=1, predict the reactants needed to synthesize it. The reactants are: Cl.C(O[C:7](=[O:28])[NH:8][C@H:9]1[CH2:14][CH2:13][C@H:12]([CH2:15][CH2:16][NH:17][C@H:18]2[CH2:27][CH2:26][C:21]3[N:22]=[C:23]([NH2:25])[S:24][C:20]=3[CH2:19]2)[CH2:11][CH2:10]1)(C)(C)C.[O:29]1[C:33]2[CH:34]=[CH:35][CH:36]=[CH:37][C:32]=2[CH:31]=[C:30]1C(O)=O.C(N=C=N[CH2:46][CH2:47][CH2:48]N(C)C)C.ON1C2C=CC=CC=2N=N1.C(N(C(C)C)CC)(C)C. (4) Given the product [C:16]1([C:19]2[CH:20]=[CH:21][CH:22]=[CH:23][CH:24]=2)[CH:17]=[CH:18][C:13]([NH:12][C:11]([C:8]2([C:6]([OH:7])=[O:5])[CH2:10][CH2:9]2)=[O:25])=[CH:14][CH:15]=1, predict the reactants needed to synthesize it. The reactants are: O[Li].O.C[O:5][C:6]([C:8]1([C:11](=[O:25])[NH:12][C:13]2[CH:18]=[CH:17][C:16]([C:19]3[CH:24]=[CH:23][CH:22]=[CH:21][CH:20]=3)=[CH:15][CH:14]=2)[CH2:10][CH2:9]1)=[O:7]. (5) Given the product [NH2:36][CH2:35][CH2:34][N:32]1[CH:33]=[C:29]([C:27]2[NH:26][C:22]3=[N:23][CH:24]=[CH:25][C:20]([C:17]4[CH:18]=[CH:19][C:14]([CH2:13][NH:12][C:10]([C:7]5[N:6]=[C:5]([C:1]([CH3:2])([CH3:4])[CH3:3])[O:9][N:8]=5)=[O:11])=[C:15]([F:47])[CH:16]=4)=[C:21]3[N:28]=2)[CH:30]=[N:31]1, predict the reactants needed to synthesize it. The reactants are: [C:1]([C:5]1[O:9][N:8]=[C:7]([C:10]([NH:12][CH2:13][C:14]2[CH:19]=[CH:18][C:17]([C:20]3[CH:25]=[CH:24][N:23]=[C:22]4[NH:26][C:27]([C:29]5[CH:30]=[N:31][N:32]([CH2:34][CH2:35][N:36]6C(=O)C7C(=CC=CC=7)C6=O)[CH:33]=5)=[N:28][C:21]=34)=[CH:16][C:15]=2[F:47])=[O:11])[N:6]=1)([CH3:4])([CH3:3])[CH3:2].O.NN. (6) Given the product [CH2:12]([O:11][C:9](=[O:10])[C:7]1[CH:8]=[C:3]([C:1]#[N:2])[C:4]([N:16]2[CH2:19][CH:18]([C:20](=[O:21])[NH:35][S:32]([CH2:31][C:26]3[CH:27]=[CH:28][C:29]([F:30])=[C:24]([F:23])[CH:25]=3)(=[O:33])=[O:34])[CH2:17]2)=[N:5][C:6]=1[O:14][CH3:15])[CH3:13], predict the reactants needed to synthesize it. The reactants are: [C:1]([C:3]1[C:4]([N:16]2[CH2:19][CH:18]([C:20](O)=[O:21])[CH2:17]2)=[N:5][C:6]([O:14][CH3:15])=[C:7]([C:9]([O:11][CH2:12][CH3:13])=[O:10])[CH:8]=1)#[N:2].[F:23][C:24]1[CH:25]=[C:26]([CH2:31][S:32]([NH2:35])(=[O:34])=[O:33])[CH:27]=[CH:28][C:29]=1[F:30].